From a dataset of Forward reaction prediction with 1.9M reactions from USPTO patents (1976-2016). Predict the product of the given reaction. (1) Given the reactants [C:1]1([CH3:9])[CH:6]=[CH:5][CH:4]=[C:3]([C:7]#N)[CH:2]=1.[C:10]1([CH3:18])[CH:15]=[CH:14][CH:13]=[C:12]([Mg]Cl)[CH:11]=1.Cl.C1C[O:23]CC1, predict the reaction product. The product is: [C:1]1([CH3:9])[CH:6]=[CH:5][CH:4]=[C:3]([C:7]([C:12]2[CH:11]=[C:10]([CH3:18])[CH:15]=[CH:14][CH:13]=2)=[O:23])[CH:2]=1. (2) Given the reactants [C:1]1([CH:7]2[CH2:16][CH2:15][C:14]3[C:9](=[CH:10][CH:11]=[C:12]([O:17][CH:18]4[CH2:23][CH2:22][C:21](=[O:24])[CH2:20][CH2:19]4)[CH:13]=3)[O:8]2)[CH:6]=[CH:5][CH:4]=[CH:3][CH:2]=1.[CH2:25]([Mg]Cl)[CH2:26][CH3:27].C(OCC)C.[Cl-].[NH4+], predict the reaction product. The product is: [C:1]1([CH:7]2[CH2:16][CH2:15][C:14]3[C:9](=[CH:10][CH:11]=[C:12]([O:17][CH:18]4[CH2:23][CH2:22][C:21]([CH2:25][CH2:26][CH3:27])([OH:24])[CH2:20][CH2:19]4)[CH:13]=3)[O:8]2)[CH:2]=[CH:3][CH:4]=[CH:5][CH:6]=1. (3) Given the reactants C(OC([N:8]1[CH2:13][CH2:12][CH:11]([NH:14][C:15]2[N:20]=[CH:19][C:18]([C:21]3[CH:26]=[CH:25][C:24]([O:27][CH3:28])=[CH:23][CH:22]=3)=[CH:17][N:16]=2)[CH2:10][CH2:9]1)=O)(C)(C)C.[ClH:29], predict the reaction product. The product is: [ClH:29].[ClH:29].[CH3:28][O:27][C:24]1[CH:25]=[CH:26][C:21]([C:18]2[CH:17]=[N:16][C:15]([NH:14][CH:11]3[CH2:12][CH2:13][NH:8][CH2:9][CH2:10]3)=[N:20][CH:19]=2)=[CH:22][CH:23]=1. (4) Given the reactants [CH:1]([NH:5][C:6]1[S:7][C:8]2[C:13]([N:14]=1)=[CH:12][CH:11]=[C:10]([CH:15]=[O:16])[N:9]=2)([CH2:3][CH3:4])[CH3:2].[F:17][C:18]1[CH:23]=[CH:22][CH:21]=[CH:20][C:19]=1[CH:24]([N+:35]#[C-:36])S(C1C=CC(C)=CC=1)(=O)=O.C([O-])([O-])=O.[K+].[K+], predict the reaction product. The product is: [CH:1]([NH:5][C:6]1[S:7][C:8]2[C:13]([N:14]=1)=[CH:12][CH:11]=[C:10]([C:15]1[O:16][CH:36]=[N:35][C:24]=1[C:19]1[CH:20]=[CH:21][CH:22]=[CH:23][C:18]=1[F:17])[N:9]=2)([CH2:3][CH3:4])[CH3:2]. (5) Given the reactants [NH2:1][C:2]1[N:6]([CH3:7])[C:5](=[O:8])[C:4]([C:15]2[CH:20]=[CH:19][CH:18]=[C:17](Br)[CH:16]=2)([C:9]2[CH:14]=[CH:13][CH:12]=[CH:11][CH:10]=2)[N:3]=1.CC1(C)C(C)(C)OB([C:30]2[CH:38]=[CH:37][C:33]3[CH2:34][CH2:35][O:36][C:32]=3[CH:31]=2)O1.ClCCl.N, predict the reaction product. The product is: [NH2:1][C:2]1[N:6]([CH3:7])[C:5](=[O:8])[C:4]([C:15]2[CH:20]=[CH:19][CH:18]=[C:17]([C:30]3[CH:38]=[CH:37][C:33]4[CH2:34][CH2:35][O:36][C:32]=4[CH:31]=3)[CH:16]=2)([C:9]2[CH:14]=[CH:13][CH:12]=[CH:11][CH:10]=2)[N:3]=1.